This data is from Full USPTO retrosynthesis dataset with 1.9M reactions from patents (1976-2016). The task is: Predict the reactants needed to synthesize the given product. (1) The reactants are: [Br:1][C:2]1[CH:3]=[CH:4][C:5](F)=[C:6]([CH:8]([C:10]2[CH:15]=[C:14]([CH:16]3[CH2:21][CH2:20][O:19][CH2:18][CH2:17]3)[N:13]=[C:12]([F:22])[C:11]=2[O:23]COC)[OH:9])[CH:7]=1.C[N+]1([O-])CCOCC1.[Cl-].[NH4+].B(Br)(Br)Br.C(=O)(O)[O-].[Na+]. Given the product [Br:1][C:2]1[CH:7]=[C:6]2[C:5](=[CH:4][CH:3]=1)[O:23][C:11]1[C:12]([F:22])=[N:13][C:14]([CH:16]3[CH2:17][CH2:18][O:19][CH2:20][CH2:21]3)=[CH:15][C:10]=1[C:8]2=[O:9], predict the reactants needed to synthesize it. (2) Given the product [F:13][C:14]([F:29])([F:30])[O:15][C:16]1[CH:17]=[CH:18][C:19]([C:22]#[C:23][CH2:24][CH2:25][CH:26]([OH:28])[CH3:27])=[CH:20][CH:21]=1, predict the reactants needed to synthesize it. The reactants are: CC(C[AlH]CC(C)C)C.C(=O)=O.[F:13][C:14]([F:30])([F:29])[O:15][C:16]1[CH:21]=[CH:20][C:19]([C:22]#[C:23][CH2:24][CH2:25][C:26](=[O:28])[CH3:27])=[CH:18][CH:17]=1.OS([O-])(=O)=O.[K+]. (3) Given the product [Br:1][C:2]1[CH:14]=[CH:13][C:5]([CH2:6][C:7]2([C:11]#[N:12])[CH2:10][CH2:9]2)=[C:4]([I:15])[CH:3]=1, predict the reactants needed to synthesize it. The reactants are: [Br:1][C:2]1[CH:14]=[CH:13][C:5]([CH2:6][C:7]2([C:11]#[N:12])[CH2:10][CH2:9]C2)=[C:4]([I:15])[CH:3]=1.C1(C#N)CC1.BrC1C=CC(CBr)=C(I)C=1. (4) Given the product [ClH:13].[Cl:13][CH2:2][C:3]1[N:7]([CH2:8][CH2:9][CH3:10])[N:6]=[N:5][CH:4]=1, predict the reactants needed to synthesize it. The reactants are: O[CH2:2][C:3]1[N:7]([CH2:8][CH2:9][CH3:10])[N:6]=[N:5][CH:4]=1.S(Cl)([Cl:13])=O. (5) Given the product [C:1]([O:5][C:6]([N:8]1[CH2:13][CH:12]2[C:10]([C:14]3[CH:19]=[CH:18][C:17]([N:27]4[CH2:32][CH2:31][O:30][CH2:29][CH2:28]4)=[CH:16][CH:15]=3)([CH2:11]2)[CH2:9]1)=[O:7])([CH3:4])([CH3:3])[CH3:2], predict the reactants needed to synthesize it. The reactants are: [C:1]([O:5][C:6]([N:8]1[CH2:13][CH:12]2[C:10]([C:14]3[CH:19]=[CH:18][C:17](Br)=[CH:16][CH:15]=3)([CH2:11]2)[CH2:9]1)=[O:7])([CH3:4])([CH3:3])[CH3:2].CC(C)([O-])C.[Na+].[NH:27]1[CH2:32][CH2:31][O:30][CH2:29][CH2:28]1.